This data is from NCI-60 drug combinations with 297,098 pairs across 59 cell lines. The task is: Regression. Given two drug SMILES strings and cell line genomic features, predict the synergy score measuring deviation from expected non-interaction effect. Drug 2: C(CCl)NC(=O)N(CCCl)N=O. Synergy scores: CSS=1.34, Synergy_ZIP=0.0610, Synergy_Bliss=1.50, Synergy_Loewe=-2.32, Synergy_HSA=-2.32. Drug 1: CC1=CC=C(C=C1)C2=CC(=NN2C3=CC=C(C=C3)S(=O)(=O)N)C(F)(F)F. Cell line: TK-10.